Dataset: Retrosynthesis with 50K atom-mapped reactions and 10 reaction types from USPTO. Task: Predict the reactants needed to synthesize the given product. (1) The reactants are: Cn1cccc1CO.Oc1cccc(-c2c(Cc3ccccc3)cnc3c(C(F)(F)F)cccc23)c1. Given the product Cn1cccc1COc1cccc(-c2c(Cc3ccccc3)cnc3c(C(F)(F)F)cccc23)c1, predict the reactants needed to synthesize it. (2) Given the product CCOC(=O)c1cc(NCc2cnn(C)c2)n2nccc2n1, predict the reactants needed to synthesize it. The reactants are: CCOC(=O)c1cc(Cl)n2nccc2n1.Cn1cc(CN)cn1. (3) Given the product CC(=O)Oc1ccc2ncnc(Nc3ccc(OCc4ccccn4)c(C)c3)c2c1, predict the reactants needed to synthesize it. The reactants are: CC(=O)Oc1ccc2ncnc(Cl)c2c1.Cc1cc(N)ccc1OCc1ccccn1.